This data is from hERG Central: cardiac toxicity at 1µM, 10µM, and general inhibition. The task is: Predict hERG channel inhibition at various concentrations. The drug is CCOc1ccccc1CN1CCN(CCCn2cccn2)CC1CCO. Results: hERG_inhib (hERG inhibition (general)): blocker.